Dataset: Full USPTO retrosynthesis dataset with 1.9M reactions from patents (1976-2016). Task: Predict the reactants needed to synthesize the given product. (1) Given the product [O:1]1[C:5]2([CH2:10][CH2:9][CH:8]([NH:15][CH2:14][CH2:12][OH:13])[CH2:7][CH2:6]2)[O:4][CH2:3][CH2:2]1, predict the reactants needed to synthesize it. The reactants are: [O:1]1[C:5]2([CH2:10][CH2:9][C:8](=O)[CH2:7][CH2:6]2)[O:4][CH2:3][CH2:2]1.[CH2:12]([CH2:14][NH2:15])[OH:13].C(O[BH-](OC(=O)C)OC(=O)C)(=O)C.[Na+]. (2) Given the product [I:14][C:13]1[N:9]([CH2:1][CH2:2][CH2:3][CH2:4][CH2:5][CH2:6][CH2:7][CH3:8])[N:10]=[N:11][N:12]=1, predict the reactants needed to synthesize it. The reactants are: [CH2:1]([N:9]1[CH:13]=[N:12][N:11]=[N:10]1)[CH2:2][CH2:3][CH2:4][CH2:5][CH2:6][CH2:7][CH3:8].[I:14]I. (3) Given the product [Br:1][C:2]1[CH:3]=[C:4]([C:9]([F:12])([F:10])[F:11])[C:5]([O:8][CH2:33][CH2:34][CH:35]2[CH2:36][CH2:37][N:38]([C:41]([O:43][C:44]([CH3:45])([CH3:47])[CH3:46])=[O:42])[CH2:39][CH2:40]2)=[N:6][CH:7]=1, predict the reactants needed to synthesize it. The reactants are: [Br:1][C:2]1[CH:3]=[C:4]([C:9]([F:12])([F:11])[F:10])[C:5]([OH:8])=[N:6][CH:7]=1.C1(P(C2C=CC=CC=2)C2C=CC=CC=2)C=CC=CC=1.O[CH2:33][CH2:34][CH:35]1[CH2:40][CH2:39][N:38]([C:41]([O:43][C:44]([CH3:47])([CH3:46])[CH3:45])=[O:42])[CH2:37][CH2:36]1.N(C(OC(C)C)=O)=NC(OC(C)C)=O. (4) The reactants are: [NH2:1][CH2:2][C:3]([NH2:5])=[O:4].C(=O)([O-])[O-].[Na+].[Na+].Cl[C:13]1[N:20]=[CH:19][CH:18]=[CH:17][C:14]=1[C:15]#[N:16].[F-].[K+]. Given the product [C:15]([C:14]1[C:13]([NH:1][CH2:2][C:3]([NH2:5])=[O:4])=[N:20][CH:19]=[CH:18][CH:17]=1)#[N:16], predict the reactants needed to synthesize it. (5) Given the product [CH2:13]([O:12][C:10](=[O:11])[CH2:9][N:1]1[CH:5]=[C:4]([CH:6]=[O:7])[CH:3]=[N:2]1)[CH3:14], predict the reactants needed to synthesize it. The reactants are: [NH:1]1[CH:5]=[C:4]([CH:6]=[O:7])[CH:3]=[N:2]1.Br[CH2:9][C:10]([O:12][CH2:13][CH3:14])=[O:11].N12CCCN=C1CCCCC2.[Cl-].[Na+]. (6) Given the product [F:27][C:24]1[CH:23]=[CH:22][C:21]([C:20]2[C:13]3[C:12]([NH:11][CH2:10][CH2:9][CH2:8][C:5]4[CH:6]=[CH:7][C:2]([NH:1][C:28](=[O:30])[CH3:29])=[CH:3][CH:4]=4)=[N:17][CH:16]=[N:15][C:14]=3[S:18][CH:19]=2)=[CH:26][CH:25]=1, predict the reactants needed to synthesize it. The reactants are: [NH2:1][C:2]1[CH:7]=[CH:6][C:5]([CH2:8][CH2:9][CH2:10][NH:11][C:12]2[C:13]3[C:20]([C:21]4[CH:26]=[CH:25][C:24]([F:27])=[CH:23][CH:22]=4)=[CH:19][S:18][C:14]=3[N:15]=[CH:16][N:17]=2)=[CH:4][CH:3]=1.[C:28](OC(=O)C)(=[O:30])[CH3:29].